This data is from Peptide-MHC class I binding affinity with 185,985 pairs from IEDB/IMGT. The task is: Regression. Given a peptide amino acid sequence and an MHC pseudo amino acid sequence, predict their binding affinity value. This is MHC class I binding data. (1) The binding affinity (normalized) is 0. The MHC is Mamu-A02 with pseudo-sequence Mamu-A02. The peptide sequence is RRRRRWRQRWQ. (2) The peptide sequence is LPLIVDTAA. The MHC is HLA-A30:01 with pseudo-sequence HLA-A30:01. The binding affinity (normalized) is 0.0847. (3) The peptide sequence is FEEIRNLAL. The MHC is HLA-A01:01 with pseudo-sequence HLA-A01:01. The binding affinity (normalized) is 0. (4) The peptide sequence is RVFPGDHFY. The MHC is HLA-B07:02 with pseudo-sequence HLA-B07:02. The binding affinity (normalized) is 0.0847. (5) The MHC is HLA-A31:01 with pseudo-sequence HLA-A31:01. The peptide sequence is RWLWGFLSR. The binding affinity (normalized) is 0.966. (6) The peptide sequence is FPRIWLHGL. The binding affinity (normalized) is 0.105. The MHC is HLA-A68:02 with pseudo-sequence HLA-A68:02. (7) The peptide sequence is GYFPATVL. The MHC is H-2-Kd with pseudo-sequence H-2-Kd. The binding affinity (normalized) is 0.276. (8) The peptide sequence is QTSVNTVVR. The MHC is HLA-A31:01 with pseudo-sequence HLA-A31:01. The binding affinity (normalized) is 0.233. (9) The peptide sequence is NPLSTIPPSR. The MHC is Mamu-A2201 with pseudo-sequence Mamu-A2201. The binding affinity (normalized) is 0.